Dataset: Forward reaction prediction with 1.9M reactions from USPTO patents (1976-2016). Task: Predict the product of the given reaction. (1) Given the reactants [NH2:1][C:2]1[C:9]([NH2:10])=[CH:8][CH:7]=[C:6]([Cl:11])[C:3]=1[C:4]#[N:5].[C:12](=S)=[S:13].O, predict the reaction product. The product is: [Cl:11][C:6]1[CH:7]=[CH:8][C:9]2[NH:10][C:12]([SH:13])=[N:1][C:2]=2[C:3]=1[C:4]#[N:5]. (2) The product is: [CH3:1][C:2]1[N:7]=[C:6]([C:8]2[CH:9]=[N:10][CH:11]=[CH:12][CH:13]=2)[CH:5]=[CH:4][C:3]=1[CH2:14][N:15]1[C:20]2[N:21]=[CH:22][CH:23]=[CH:24][C:19]=2[C:18](=[S:40])[C:17]([C:26]([O:28][CH2:29][CH3:30])=[O:27])=[N:16]1. Given the reactants [CH3:1][C:2]1[N:7]=[C:6]([C:8]2[CH:9]=[N:10][CH:11]=[CH:12][CH:13]=2)[CH:5]=[CH:4][C:3]=1[CH2:14][N:15]1[C:20]2[N:21]=[CH:22][CH:23]=[CH:24][C:19]=2[C:18](=O)[C:17]([C:26]([O:28][CH2:29][CH3:30])=[O:27])=[N:16]1.COC1C=CC(P2(SP(C3C=CC(OC)=CC=3)(=S)S2)=[S:40])=CC=1, predict the reaction product.